From a dataset of Forward reaction prediction with 1.9M reactions from USPTO patents (1976-2016). Predict the product of the given reaction. (1) Given the reactants C(OC([NH:8][C@H:9]1[CH2:14][CH2:13][C@H:12]([C:15]([NH:17][C:18]2[C:22]3[CH:23]=[CH:24][CH:25]=[CH:26][C:21]=3[O:20][C:19]=2[C:27]([NH:29][C:30]2[CH:35]=[CH:34][C:33]([Cl:36])=[CH:32][N:31]=2)=[O:28])=[O:16])[CH2:11][CH2:10]1)=O)(C)(C)C.[ClH:37], predict the reaction product. The product is: [ClH:36].[ClH:37].[NH2:8][C@H:9]1[CH2:14][CH2:13][C@H:12]([C:15]([NH:17][C:18]2[C:22]3[CH:23]=[CH:24][CH:25]=[CH:26][C:21]=3[O:20][C:19]=2[C:27]([NH:29][C:30]2[CH:35]=[CH:34][C:33]([Cl:36])=[CH:32][N:31]=2)=[O:28])=[O:16])[CH2:11][CH2:10]1. (2) Given the reactants C(OC[CH:10]([C:19]1[NH:20][C:21]([C:29]2[CH:38]=[CH:37][CH:36]=[C:35]3[C:30]=2[N:31]=[C:32]([NH:40][C:41]2(C)[CH2:43][CH2:42]2)[C:33]([CH3:39])=[N:34]3)=[CH:22][C:23]=1[C:24]([O:26][CH2:27][CH3:28])=[O:25])[NH:11][C:12]([O:14][C:15]([CH3:18])([CH3:17])[CH3:16])=[O:13])C1C=CC=CC=1.C(OC(NCC(=O)CC([O-])=O)=O)(C)(C)C.C([O-])([O-])=O.[K+].[K+].BrCC(C1C(F)=CC=C2C=1N=C(NC1CC1)C(C)=N2)=O.C(OC(NCC(=O)C(CC(C1C=CC=C2C=1N=C(NC1CC1)C(C)=N2)=O)C(OCC)=O)=O)(C)(C)C, predict the reaction product. The product is: [C:15]([O:14][C:12]([NH:11][CH2:10][C:19]1[NH:20][C:21]([C:29]2[CH:38]=[CH:37][CH:36]=[C:35]3[C:30]=2[N:31]=[C:32]([NH:40][CH:41]2[CH2:42][CH2:43]2)[C:33]([CH3:39])=[N:34]3)=[CH:22][C:23]=1[C:24]([O:26][CH2:27][CH3:28])=[O:25])=[O:13])([CH3:16])([CH3:17])[CH3:18]. (3) Given the reactants [H-].[Na+].[I-].[CH3:4][S+](C)C.[Cl:8][C:9]1[CH:23]=[CH:22][C:12]([CH2:13][CH:14]2[CH2:20][CH2:19][C:16]3([CH2:18][CH2:17]3)[C:15]2=[O:21])=[CH:11][CH:10]=1.O, predict the reaction product. The product is: [Cl:8][C:9]1[CH:10]=[CH:11][C:12]([CH2:13][CH:14]2[C:15]3([O:21][CH2:4]3)[C:16]3([CH2:17][CH2:18]3)[CH2:19][CH2:20]2)=[CH:22][CH:23]=1. (4) Given the reactants Br.Br[CH2:3][C:4]([C:6]1[CH:11]=[CH:10][N:9]=[CH:8][CH:7]=1)=O.[F:12][C:13]1[CH:18]=[CH:17][C:16]([NH:19][C:20]([NH2:22])=[S:21])=[CH:15][CH:14]=1.N, predict the reaction product. The product is: [F:12][C:13]1[CH:18]=[CH:17][C:16]([NH:19][C:20]2[S:21][CH:3]=[C:4]([C:6]3[CH:11]=[CH:10][N:9]=[CH:8][CH:7]=3)[N:22]=2)=[CH:15][CH:14]=1.